From a dataset of Forward reaction prediction with 1.9M reactions from USPTO patents (1976-2016). Predict the product of the given reaction. (1) Given the reactants [C:1]([C:3]1[CH:4]=[C:5]2[C:9](=[CH:10][CH:11]=1)[NH:8][CH:7]=[CH:6]2)#[N:2].[CH3:12][N:13]1[CH2:18][CH2:17][C:16](=O)[CH2:15][CH2:14]1.N1CCCC1.N, predict the reaction product. The product is: [CH3:12][N:13]1[CH2:14][CH:15]=[C:16]([C:6]2[C:5]3[C:9](=[CH:10][CH:11]=[C:3]([C:1]#[N:2])[CH:4]=3)[NH:8][CH:7]=2)[CH2:17][CH2:18]1. (2) Given the reactants [C:1]([O:5][C:6]([NH:8][C@@H:9]([CH2:13][C:14]1[CH:19]=[CH:18][C:17]([N+:20]([O-:22])=[O:21])=[CH:16][CH:15]=1)[C:10]([OH:12])=[O:11])=[O:7])([CH3:4])([CH3:3])[CH3:2].[C:23](=O)([O-])[O-].[Na+].[Na+].CI, predict the reaction product. The product is: [CH3:23][O:11][C:10](=[O:12])[C@@H:9]([NH:8][C:6]([O:5][C:1]([CH3:4])([CH3:2])[CH3:3])=[O:7])[CH2:13][C:14]1[CH:19]=[CH:18][C:17]([N+:20]([O-:22])=[O:21])=[CH:16][CH:15]=1. (3) Given the reactants I[C:2]1[CH:3]=[C:4]([N:8]2[N:12]=[N:11][C:10]([CH:13]([N:15]3[C:24]4[N:20]([C:21]([C:25]5[CH:30]=[CH:29][N:28]=[CH:27][CH:26]=5)=[N:22][N:23]=4)[CH2:19][CH2:18][CH2:17][CH2:16]3)[CH3:14])=[N:9]2)[CH:5]=[CH:6][CH:7]=1.[CH3:31][N:32](C=O)C, predict the reaction product. The product is: [N:28]1[CH:29]=[CH:30][C:25]([C:21]2[N:20]3[C:24]([N:15]([CH:13]([C:10]4[N:11]=[N:12][N:8]([C:4]5[CH:3]=[C:2]([CH:7]=[CH:6][CH:5]=5)[C:31]#[N:32])[N:9]=4)[CH3:14])[CH2:16][CH2:17][CH2:18][CH2:19]3)=[N:23][N:22]=2)=[CH:26][CH:27]=1. (4) Given the reactants Br[CH2:2][C:3]1[CH:8]=[C:7]([N+:9]([O-:11])=[O:10])[CH:6]=[C:5]([Cl:12])[CH:4]=1.[CH3:13][S-:14].[Na+].C(OCC)(=O)C, predict the reaction product. The product is: [Cl:12][C:5]1[CH:6]=[C:7]([N+:9]([O-:11])=[O:10])[CH:8]=[C:3]([CH2:2][S:14][CH3:13])[CH:4]=1. (5) Given the reactants [Cl:1][C:2]1[CH:3]=[C:4]([N:12]([CH2:29][CH3:30])[C@H:13]2[CH2:18][CH2:17][C@H:16]([N:19]([CH3:28])[CH:20]([C:22]3[CH:23]=[N:24][CH:25]=[CH:26][CH:27]=3)[CH3:21])[CH2:15][CH2:14]2)[C:5]([CH3:11])=[C:6]([CH:10]=1)[C:7](O)=[O:8].CN(C(ON1N=NC2C=CC=CC1=2)=[N+](C)C)C.[B-](F)(F)(F)F.CCN(C(C)C)C(C)C.[CH3:62][O:63][C:64]1[C:68]([CH2:69][NH2:70])=[C:67]([CH3:71])[N:66]([CH3:72])[N:65]=1, predict the reaction product. The product is: [Cl:1][C:2]1[CH:3]=[C:4]([N:12]([CH2:29][CH3:30])[C@H:13]2[CH2:18][CH2:17][C@H:16]([N:19]([CH3:28])[CH:20]([C:22]3[CH:23]=[N:24][CH:25]=[CH:26][CH:27]=3)[CH3:21])[CH2:15][CH2:14]2)[C:5]([CH3:11])=[C:6]([CH:10]=1)[C:7]([NH:70][CH2:69][C:68]1[C:64]([O:63][CH3:62])=[N:65][N:66]([CH3:72])[C:67]=1[CH3:71])=[O:8]. (6) Given the reactants C(O)CCCCCCCO.FC(F)(F)C1C=CC(CBr)=CC=1.[F:23][C:24]([F:43])([F:42])[C:25]1[CH:41]=[CH:40][C:28]([CH2:29][O:30][CH2:31][CH2:32][CH2:33][CH2:34][CH2:35][CH2:36][CH2:37][CH2:38][OH:39])=[CH:27][CH:26]=1.FC(F)(F)C1C=CC(COCCCCCCCC(O)=O)=CC=1.Cl.Cl.[CH2:68]([O:75][C:76](=[O:84])[CH2:77][C@@H:78]([NH2:83])[CH2:79][N:80]([CH3:82])[CH3:81])[C:69]1[CH:74]=[CH:73][CH:72]=[CH:71][CH:70]=1, predict the reaction product. The product is: [CH2:68]([O:75][C:76](=[O:84])[CH2:77][C@@H:78]([NH:83][C:38](=[O:39])[CH2:37][CH2:36][CH2:35][CH2:34][CH2:33][CH2:32][CH2:31][O:30][CH2:29][C:28]1[CH:40]=[CH:41][C:25]([C:24]([F:42])([F:43])[F:23])=[CH:26][CH:27]=1)[CH2:79][N:80]([CH3:81])[CH3:82])[C:69]1[CH:74]=[CH:73][CH:72]=[CH:71][CH:70]=1. (7) The product is: [CH3:1][NH:2][C:3]([C:4]1[CH:9]=[C:8]2[C:7](=[CH:6][C:5]=1[O:16][CH2:17][CH3:18])[CH2:12][N:13]=[C:10]2[NH2:11])=[O:19]. Given the reactants [CH3:1][NH:2][C:3](=[O:19])[C:4]1[CH:9]=[C:8]([C:10]#[N:11])[C:7]([CH2:12][N:13]=[N+]=[N-])=[CH:6][C:5]=1[O:16][CH2:17][CH3:18], predict the reaction product. (8) Given the reactants [OH:1][CH:2]([O:20][C:21]1[CH:22]=[C:23]([N+:65]([O-:67])=[O:66])[CH:24]=[C:25]([O:46][CH2:47][CH2:48][CH2:49][CH2:50][CH2:51][CH2:52][CH2:53][CH2:54][CH2:55][CH2:56][CH2:57][CH2:58][CH2:59][CH2:60][CH2:61][CH2:62][CH2:63][CH3:64])[C:26]=1[O:27][CH2:28][CH2:29][CH2:30][CH2:31][CH2:32][CH2:33][CH2:34][CH2:35][CH2:36][CH2:37][CH2:38][CH2:39][CH2:40][CH2:41][CH2:42][CH2:43][CH2:44][CH3:45])[CH2:3][CH2:4][CH2:5][CH2:6][CH2:7][CH2:8][CH2:9][CH2:10][CH2:11][CH2:12][CH2:13][CH2:14][CH2:15][CH2:16][CH2:17][CH2:18][CH3:19].[C:68](Cl)([CH:70]=[CH2:71])=[O:69], predict the reaction product. The product is: [C:68]([O:1][CH:2]([O:20][C:21]1[CH:22]=[C:23]([N+:65]([O-:67])=[O:66])[CH:24]=[C:25]([O:46][CH2:47][CH2:48][CH2:49][CH2:50][CH2:51][CH2:52][CH2:53][CH2:54][CH2:55][CH2:56][CH2:57][CH2:58][CH2:59][CH2:60][CH2:61][CH2:62][CH2:63][CH3:64])[C:26]=1[O:27][CH2:28][CH2:29][CH2:30][CH2:31][CH2:32][CH2:33][CH2:34][CH2:35][CH2:36][CH2:37][CH2:38][CH2:39][CH2:40][CH2:41][CH2:42][CH2:43][CH2:44][CH3:45])[CH2:3][CH2:4][CH2:5][CH2:6][CH2:7][CH2:8][CH2:9][CH2:10][CH2:11][CH2:12][CH2:13][CH2:14][CH2:15][CH2:16][CH2:17][CH2:18][CH3:19])(=[O:69])[CH:70]=[CH2:71]. (9) Given the reactants O1C=CC=N1.[F:6][C:7]1[CH:12]=[CH:11][C:10]([C:13](=[O:15])[CH3:14])=[CH:9][CH:8]=1.[C:16](OCC)(=[O:22])[C:17]([O:19][CH2:20][CH3:21])=[O:18], predict the reaction product. The product is: [F:6][C:7]1[CH:12]=[CH:11][C:10]([C:13](=[O:15])[CH2:14][C:16](=[O:22])[C:17]([O:19][CH2:20][CH3:21])=[O:18])=[CH:9][CH:8]=1.